This data is from Reaction yield outcomes from USPTO patents with 853,638 reactions. The task is: Predict the reaction yield, written as a fraction of the theoretical maximum amount of product (1.0 means a 100% yield; for example, 0.34 means a 34% yield). (1) The reactants are C(OC([N:8]1[CH2:17][CH2:16][C:15]2[C:10](=[CH:11][CH:12]=[C:13]([O:18][C:19]3[CH:24]=[CH:23][C:22]([C:25](=[O:27])[NH2:26])=[CH:21][N:20]=3)[CH:14]=2)[CH2:9]1)=O)(C)(C)C.C(Cl)Cl.C(O)(C(F)(F)F)=O.C([O-])([O-])=O.[K+].[K+]. The catalyst is C(Cl)(Cl)Cl. The product is [CH2:9]1[C:10]2[C:15](=[CH:14][C:13]([O:18][C:19]3[CH:24]=[CH:23][C:22]([C:25]([NH2:26])=[O:27])=[CH:21][N:20]=3)=[CH:12][CH:11]=2)[CH2:16][CH2:17][NH:8]1. The yield is 0.710. (2) The reactants are [F:1][CH:2]1[CH2:7][CH2:6][C:5](=[O:8])[CH2:4][CH2:3]1.O.O.O.O.O.O.O.[Cl-].[Ce+3].[Cl-].[Cl-].Br[C:21]([F:28])([F:27])[C:22]([O:24][CH2:25][CH3:26])=[O:23]. The catalyst is O1CCCC1.O.[Zn]. The product is [F:27][C:21]([F:28])([C:5]1([OH:8])[CH2:6][CH2:7][CH:2]([F:1])[CH2:3][CH2:4]1)[C:22]([O:24][CH2:25][CH3:26])=[O:23]. The yield is 0.340. (3) The reactants are [C:1]([C:6]1[CH:15]=[CH:14][CH:13]=[CH:12][C:7]=1[C:8]([O:10]C)=[O:9])#[C:2][CH2:3][CH2:4][CH3:5].[I:16]I.C(=O)(O)[O-].[Na+]. The catalyst is C(#N)C.CCOCC. The product is [I:16][C:1]1[C:6]2[C:7](=[CH:12][CH:13]=[CH:14][CH:15]=2)[C:8](=[O:10])[O:9][C:2]=1[CH2:3][CH2:4][CH3:5]. The yield is 0.760.